From a dataset of Full USPTO retrosynthesis dataset with 1.9M reactions from patents (1976-2016). Predict the reactants needed to synthesize the given product. (1) Given the product [Br:57][CH2:58][CH2:59][CH2:60][O:36][C:30]1[CH:29]=[C:28]2[C:33]([C:24]([O:23][C:22]3[C:14]([F:13])=[C:15]4[C:19](=[CH:20][CH:21]=3)[NH:18][C:17]([CH3:37])=[CH:16]4)=[N:25][CH:26]=[N:27]2)=[CH:32][C:31]=1[O:34][CH3:35], predict the reactants needed to synthesize it. The reactants are: N(C(OCC)=O)=NC(OCC)=O.[F:13][C:14]1[C:22]([O:23][C:24]2[C:33]3[C:28](=[CH:29][C:30]([OH:36])=[C:31]([O:34][CH3:35])[CH:32]=3)[N:27]=[CH:26][N:25]=2)=[CH:21][CH:20]=[C:19]2[C:15]=1[CH:16]=[C:17]([CH3:37])[NH:18]2.C1(P(C2C=CC=CC=2)C2C=CC=CC=2)C=CC=CC=1.[Br:57][CH2:58][CH2:59][CH2:60]O. (2) Given the product [CH3:21][C:20]([CH3:23])([CH3:22])[C:19]([N:15]1[C:14](=[O:16])[O:13][N:12]=[C:11]1[C:7]1[CH:6]=[C:5]([C:4]([F:3])([F:17])[F:18])[CH:10]=[CH:9][N:8]=1)=[O:24], predict the reactants needed to synthesize it. The reactants are: [H-].[Na+].[F:3][C:4]([F:18])([F:17])[C:5]1[CH:10]=[CH:9][N:8]=[C:7]([C:11]2[NH:12][O:13][C:14](=[O:16])[N:15]=2)[CH:6]=1.[C:19](Cl)(=[O:24])[C:20]([CH3:23])([CH3:22])[CH3:21].[Cl-].[NH4+]. (3) Given the product [CH:14]([O:5][C:4]1[CH:3]=[C:1]([NH2:2])[NH:7][N:6]=1)([CH3:15])[CH3:13], predict the reactants needed to synthesize it. The reactants are: [C:1]([CH2:3][C:4]([NH:6][NH2:7])=[O:5])#[N:2].CS(O)(=O)=O.[CH3:13][CH:14](O)[CH3:15]. (4) Given the product [CH2:34]([O:41][N:42]1[C:48](=[O:49])[N:47]2[CH2:50][C@H:43]1[CH2:44][CH2:45][C@H:46]2[C:51]([NH:55][NH:54][C:56](=[O:70])[CH2:57][CH:58]1[CH2:61][CH:60]([NH:62][C:63](=[O:69])[O:64][C:65]([CH3:66])([CH3:67])[CH3:68])[CH2:59]1)=[O:53])[C:35]1[CH:36]=[CH:37][CH:38]=[CH:39][CH:40]=1, predict the reactants needed to synthesize it. The reactants are: CN(C(ON1N=NC2C=CC=NC1=2)=[N+](C)C)C.F[P-](F)(F)(F)(F)F.CCN(C(C)C)C(C)C.[CH2:34]([O:41][N:42]1[C:48](=[O:49])[N:47]2[CH2:50][C@H:43]1[CH2:44][CH2:45][C@H:46]2[C:51]([OH:53])=O)[C:35]1[CH:40]=[CH:39][CH:38]=[CH:37][CH:36]=1.[NH:54]([C:56](=[O:70])[CH2:57][CH:58]1[CH2:61][CH:60]([NH:62][C:63](=[O:69])[O:64][C:65]([CH3:68])([CH3:67])[CH3:66])[CH2:59]1)[NH2:55]. (5) Given the product [Cl:1][C:2]1[N:3]=[C:4]([NH:20][CH:22]2[CH2:27][CH2:26][CH2:25][CH2:24][CH2:23]2)[C:5]2[N:6]=[CH:7][N:8]([C:18]=2[N:19]=1)[C@@H:9]1[O:17][C@H:14]([CH2:15][OH:16])[C@@H:12]([OH:13])[C@H:10]1[OH:11], predict the reactants needed to synthesize it. The reactants are: [Cl:1][C:2]1[N:19]=[C:18]2[C:5](=[N:6][CH2:7][N:8]2[C@@H:9]2[O:17][C@H:14]([CH2:15][OH:16])[C@@H:12]([OH:13])[C@H:10]2[OH:11])[C:4](Cl)([NH2:20])[N:3]=1.[CH:22]1(N)[CH2:27][CH2:26][CH2:25][CH2:24][CH2:23]1. (6) Given the product [Cl:13][C:14]1[CH:15]=[CH:16][C:17]([CH2:20][CH2:21][S:22]([NH:1][C:2]2[CH:7]=[CH:6][C:5]([CH3:8])=[CH:4][C:3]=2[S:9]([NH2:12])(=[O:10])=[O:11])(=[O:24])=[O:23])=[CH:18][CH:19]=1, predict the reactants needed to synthesize it. The reactants are: [NH2:1][C:2]1[CH:7]=[CH:6][C:5]([CH3:8])=[CH:4][C:3]=1[S:9]([NH2:12])(=[O:11])=[O:10].[Cl:13][C:14]1[CH:19]=[CH:18][C:17]([CH2:20][CH2:21][S:22](Cl)(=[O:24])=[O:23])=[CH:16][CH:15]=1. (7) The reactants are: Cl[C:2]1[N:11]=[C:10]2[C:5]([CH:6]=[C:7]([C:16]([O:18]CC)=[O:17])[C:8]([C:12]([F:15])([F:14])[F:13])=[N:9]2)=[CH:4][C:3]=1[F:21].[O-:22][CH2:23][CH3:24].[Na+].Cl. Given the product [CH2:23]([O:22][C:2]1[N:11]=[C:10]2[C:5]([CH:6]=[C:7]([C:16]([OH:18])=[O:17])[C:8]([C:12]([F:14])([F:15])[F:13])=[N:9]2)=[CH:4][C:3]=1[F:21])[CH3:24], predict the reactants needed to synthesize it. (8) The reactants are: [Cl:1][C:2]1[C:10]2[N:6]([C:7]([CH:14]3[CH2:18][CH2:17][CH2:16][O:15]3)=[CH:8][C:9]=2[C:11]([OH:13])=O)[CH:5]=[CH:4][CH:3]=1.[F:19][C:20]1([F:28])[CH2:25][CH2:24][CH:23]([CH2:26][NH2:27])[CH2:22][CH2:21]1.Cl.CN(C)CCCN=C=NCC.O.ON1C2C=CC=CC=2N=N1.C(N(C(C)C)C(C)C)C. Given the product [F:19][C:20]1([F:28])[CH2:25][CH2:24][CH:23]([CH2:26][NH:27][C:11]([C:9]2[CH:8]=[C:7]([CH:14]3[CH2:18][CH2:17][CH2:16][O:15]3)[N:6]3[C:10]=2[C:2]([Cl:1])=[CH:3][CH:4]=[CH:5]3)=[O:13])[CH2:22][CH2:21]1, predict the reactants needed to synthesize it. (9) Given the product [Cl:1][C:2]1[C:3]([CH:47]2[CH2:48][CH2:49]2)=[N:4][N:5]([CH2:45][CH3:46])[C:6]=1[N:7]1[CH2:44][CH2:43][C:10]2[N:11]=[C:12]([C:22]3[C:30]([CH3:31])=[CH:29][CH:28]=[C:27]4[C:23]=3[C:24]([CH3:42])=[N:25][NH:26]4)[N:13]=[C:14]([N:15]3[CH2:20][CH2:19][O:18][CH2:17][C@H:16]3[CH3:21])[C:9]=2[CH2:8]1, predict the reactants needed to synthesize it. The reactants are: [Cl:1][C:2]1[C:3]([CH:47]2[CH2:49][CH2:48]2)=[N:4][N:5]([CH2:45][CH3:46])[C:6]=1[N:7]1[CH2:44][CH2:43][C:10]2[N:11]=[C:12]([C:22]3[C:30]([CH3:31])=[CH:29][CH:28]=[C:27]4[C:23]=3[C:24]([CH3:42])=[N:25][N:26]4S(C3C=CC(C)=CC=3)(=O)=O)[N:13]=[C:14]([N:15]3[CH2:20][CH2:19][O:18][CH2:17][C@H:16]3[CH3:21])[C:9]=2[CH2:8]1.C([O-])([O-])=O.[K+].[K+].